Dataset: NCI-60 drug combinations with 297,098 pairs across 59 cell lines. Task: Regression. Given two drug SMILES strings and cell line genomic features, predict the synergy score measuring deviation from expected non-interaction effect. (1) Drug 1: C1=NNC2=C1C(=O)NC=N2. Drug 2: CC(C)CN1C=NC2=C1C3=CC=CC=C3N=C2N. Cell line: DU-145. Synergy scores: CSS=4.35, Synergy_ZIP=1.53, Synergy_Bliss=5.57, Synergy_Loewe=0.260, Synergy_HSA=1.72. (2) Drug 1: C1=C(C(=O)NC(=O)N1)N(CCCl)CCCl. Drug 2: C1=CN(C(=O)N=C1N)C2C(C(C(O2)CO)O)O.Cl. Cell line: HS 578T. Synergy scores: CSS=19.9, Synergy_ZIP=-9.35, Synergy_Bliss=1.90, Synergy_Loewe=-3.92, Synergy_HSA=4.81.